Task: Regression/Classification. Given a drug SMILES string, predict its absorption, distribution, metabolism, or excretion properties. Task type varies by dataset: regression for continuous measurements (e.g., permeability, clearance, half-life) or binary classification for categorical outcomes (e.g., BBB penetration, CYP inhibition). Dataset: cyp2d6_veith.. Dataset: CYP2D6 inhibition data for predicting drug metabolism from PubChem BioAssay (1) The molecule is COc1cccc(-c2nc(N3CCN(C)CC3)c3ccccc3n2)c1. The result is 1 (inhibitor). (2) The drug is c1ccc2nc(-c3ccncc3)ccc2c1. The result is 1 (inhibitor). (3) The drug is O=C(O)[C@@H]1C[C@H]2C[C@@H](CP(=O)(O)O)CC[C@H]2CN1. The result is 0 (non-inhibitor). (4) The drug is COc1cc(NS(=O)(=O)c2ccc(N)cc2)nc(OC)n1. The result is 0 (non-inhibitor). (5) The result is 0 (non-inhibitor). The compound is c1c[nH]c(CN2CCOCC2)n1. (6) The compound is NS(=O)(=O)c1cccc2c1c([N+](=O)[O-])cc1nc([O-])c([O-])nc12. The result is 0 (non-inhibitor). (7) The molecule is CC(C)NC(=O)N1CCCC2(CCN(C(=O)c3cc(C(F)(F)F)cc(C(F)(F)F)c3)CC2)C1. The result is 0 (non-inhibitor).